Dataset: Catalyst prediction with 721,799 reactions and 888 catalyst types from USPTO. Task: Predict which catalyst facilitates the given reaction. The catalyst class is: 52. Reactant: [O:1]=[C:2]1[C:11]2[CH:10]=[CH:9][CH:8]=[C:7]3[NH:12][CH:13](C4C=CC(C=O)=CC=4)[CH:14]([C:15]4[CH:20]=[CH:19][CH:18]=[CH:17][CH:16]=4)[C:5]([C:6]=23)=[N:4][NH:3]1.C(Cl)Cl.[CH2:32]([N:34]1[CH2:39][CH2:38][NH:37][CH2:36][CH:35]1[CH3:40])[CH3:33].[BH4-].[Na+]. Product: [CH2:32]([N:34]1[CH2:39][CH2:38][N:37]([CH2:5][C:6]2[CH:7]=[CH:8][CH:9]=[CH:10][C:11]=2[C:10]2[C:11]3[C:2](=[O:1])[NH:3][N:4]=[C:5]4[CH:14]([C:15]5[CH:20]=[CH:19][CH:18]=[CH:17][CH:16]=5)[CH2:13][NH:12][C:7]([C:6]=34)=[CH:8][CH:9]=2)[CH2:36][CH:35]1[CH3:40])[CH3:33].